This data is from Forward reaction prediction with 1.9M reactions from USPTO patents (1976-2016). The task is: Predict the product of the given reaction. (1) The product is: [Br:1][C:2]1[CH:11]=[C:10]2[C:5]([C:6]([NH:23][CH2:22][CH:19]3[CH2:20][CH2:21][O:16][CH2:17][CH2:18]3)=[C:7]([N+:12]([O-:14])=[O:13])[CH:8]=[N:9]2)=[CH:4][CH:3]=1. Given the reactants [Br:1][C:2]1[CH:11]=[C:10]2[C:5]([C:6](Cl)=[C:7]([N+:12]([O-:14])=[O:13])[CH:8]=[N:9]2)=[CH:4][CH:3]=1.[O:16]1[CH2:21][CH2:20][CH:19]([CH2:22][NH2:23])[CH2:18][CH2:17]1, predict the reaction product. (2) Given the reactants Br[C:2]1[C:11]2[C:6](=[CH:7][N:8]=[CH:9][CH:10]=2)[C:5](Cl)=[N:4][CH:3]=1.O=P(Cl)(Cl)Cl.P(Cl)(Cl)(Cl)(Cl)Cl.[NH3:24], predict the reaction product. The product is: [C:5]1([NH2:24])[C:6]2[C:11](=[CH:10][CH:9]=[N:8][CH:7]=2)[CH:2]=[CH:3][N:4]=1. (3) The product is: [CH3:29][N:15]([C@H:12]1[CH2:11][CH2:10][C@H:9]([O:8][CH2:7][CH2:6][CH2:5][C:4](=[O:30])[CH3:32])[CH2:14][CH2:13]1)[S:16]([C:19]1[CH:24]=[CH:23][C:22]([C:25]([F:28])([F:27])[F:26])=[CH:21][CH:20]=1)(=[O:18])=[O:17]. Given the reactants CON(C)[C:4](=[O:30])[CH2:5][CH2:6][CH2:7][O:8][C@H:9]1[CH2:14][CH2:13][C@H:12]([N:15]([CH3:29])[S:16]([C:19]2[CH:24]=[CH:23][C:22]([C:25]([F:28])([F:27])[F:26])=[CH:21][CH:20]=2)(=[O:18])=[O:17])[CH2:11][CH2:10]1.[CH3:32][Mg]Br.[NH4+].[Cl-], predict the reaction product. (4) Given the reactants [CH3:1][C:2]1[CH:3]=[C:4]([CH:8]=[CH:9][CH:10]=1)[C:5]([OH:7])=O.Cl.[NH2:12][CH2:13][C:14]1[CH:21]=[CH:20][C:17]([C:18]#[N:19])=[CH:16][C:15]=1[OH:22], predict the reaction product. The product is: [C:18]([C:17]1[CH:20]=[CH:21][C:14]([CH2:13][NH:12][C:5](=[O:7])[C:4]2[CH:8]=[CH:9][CH:10]=[C:2]([CH3:1])[CH:3]=2)=[C:15]([OH:22])[CH:16]=1)#[N:19]. (5) The product is: [F:13][C:14]1[CH:21]=[N:20][CH:19]=[CH:18][C:15]=1[C:16]1[S:12][C:3]2[C:2]([N:1]=1)=[CH:7][C:6]([C:8]([F:9])([F:11])[F:10])=[CH:5][N:4]=2. Given the reactants [NH2:1][C:2]1[C:3]([SH:12])=[N:4][CH:5]=[C:6]([C:8]([F:11])([F:10])[F:9])[CH:7]=1.[F:13][C:14]1[CH:21]=[N:20][CH:19]=[CH:18][C:15]=1[CH:16]=O.CS(C)=O, predict the reaction product. (6) Given the reactants [BH4-].[Na+].[C:3]([C:5](=[C:10]1[CH2:14][C:13]([CH3:16])([CH3:15])[CH2:12][CH:11]1[CH3:17])[C:6](OC)=[O:7])#[N:4].CC(C)=O.Cl, predict the reaction product. The product is: [OH:7][CH2:6][CH:5]([CH:10]1[CH2:14][C:13]([CH3:16])([CH3:15])[CH2:12][CH:11]1[CH3:17])[C:3]#[N:4].